This data is from Forward reaction prediction with 1.9M reactions from USPTO patents (1976-2016). The task is: Predict the product of the given reaction. (1) Given the reactants [C:1]([O:5][C:6]([NH:8][C@@H:9]([CH2:18][CH:19]=[CH2:20])[C:10]([O:12][CH:13]1[CH2:17][CH2:16][CH2:15][CH2:14]1)=[O:11])=[O:7])([CH3:4])([CH3:3])[CH3:2].[Br:21][C:22]1[CH:27]=[CH:26][C:25](I)=[CH:24][CH:23]=1.C([O-])(O)=O.[Na+].N#N, predict the reaction product. The product is: [Br:21][C:22]1[CH:27]=[CH:26][C:25](/[CH:20]=[CH:19]/[CH2:18][C@H:9]([NH:8][C:6]([O:5][C:1]([CH3:4])([CH3:3])[CH3:2])=[O:7])[C:10]([O:12][CH:13]2[CH2:14][CH2:15][CH2:16][CH2:17]2)=[O:11])=[CH:24][CH:23]=1. (2) Given the reactants [CH:1]1[C:11]2[CH2:10][CH2:9][C:8]3[CH:12]=[CH:13][CH:14]=[CH:15][C:7]=3[N:6]([CH2:16][CH:17]([F:33])[CH2:18][N:19]([CH3:32])S(C3C=CC([N+]([O-])=O)=CC=3)(=O)=O)[C:5]=2[CH:4]=[CH:3][CH:2]=1.[OH-].[Li+].CN(C=O)C.SCC(O)=O, predict the reaction product. The product is: [CH:12]1[C:8]2[CH2:9][CH2:10][C:11]3[CH:1]=[CH:2][CH:3]=[CH:4][C:5]=3[N:6]([CH2:16][CH:17]([F:33])[CH2:18][NH:19][CH3:32])[C:7]=2[CH:15]=[CH:14][CH:13]=1. (3) Given the reactants [N:1]([CH:4]1[CH2:8][N:7]([C:9]([O:11][C:12]([CH3:15])([CH3:14])[CH3:13])=[O:10])[CH2:6][C:5]1([F:17])[F:16])=[N+]=[N-], predict the reaction product. The product is: [NH2:1][CH:4]1[CH2:8][N:7]([C:9]([O:11][C:12]([CH3:13])([CH3:15])[CH3:14])=[O:10])[CH2:6][C:5]1([F:17])[F:16]. (4) Given the reactants Br[C:2]1[CH:7]=[CH:6][C:5]([N:8]2[CH:12]=[C:11]([C:13]([O:15][CH2:16][CH3:17])=[O:14])[N:10]=[C:9]2[CH2:18][CH:19]([CH3:21])[CH3:20])=[CH:4][CH:3]=1.[CH3:22][S:23]([C:26]1[CH:27]=[C:28](B(O)O)[CH:29]=[CH:30][CH:31]=1)(=[O:25])=[O:24].C([O-])([O-])=O.[Na+].[Na+], predict the reaction product. The product is: [CH2:18]([C:9]1[N:8]([C:5]2[CH:6]=[CH:7][C:2]([C:30]3[CH:29]=[CH:28][CH:27]=[C:26]([S:23]([CH3:22])(=[O:25])=[O:24])[CH:31]=3)=[CH:3][CH:4]=2)[CH:12]=[C:11]([C:13]([O:15][CH2:16][CH3:17])=[O:14])[N:10]=1)[CH:19]([CH3:21])[CH3:20]. (5) Given the reactants [CH3:1][C:2]1[CH:7]=[CH:6][C:5]([NH:8][C:9]2[O:10][CH:11]=[C:12]([C:14](OCC)=[O:15])[N:13]=2)=[CH:4][C:3]=1[O:19][CH2:20][CH:21]=[C:22]([CH3:24])[CH3:23].[H-].[H-].[H-].[H-].[Li+].[Al+3], predict the reaction product. The product is: [CH3:1][C:2]1[CH:7]=[CH:6][C:5]([NH:8][C:9]2[O:10][CH:11]=[C:12]([CH2:14][OH:15])[N:13]=2)=[CH:4][C:3]=1[O:19][CH2:20][CH:21]=[C:22]([CH3:24])[CH3:23].